This data is from Full USPTO retrosynthesis dataset with 1.9M reactions from patents (1976-2016). The task is: Predict the reactants needed to synthesize the given product. (1) The reactants are: [NH2:1][C:2]1[N:10]=[CH:9][N:8]=[C:7]2[C:3]=1[N:4]=[CH:5][N:6]2[CH:11]1[CH:15]([O:16]C(=O)C2C=CC=CC=2)[CH2:14][CH:13]([CH:25]=[CH:26][P:27]([O:32]CC)([O:29]CC)=[O:28])[O:12]1.NC1NC(=O)C2N=NN(C3OC(C=CP(=O)(O)O)CC3O)C=2N=1. Given the product [NH2:1][C:2]1[N:10]=[CH:9][N:8]=[C:7]2[C:3]=1[N:4]=[CH:5][N:6]2[CH:11]1[O:12][CH:13]([CH:25]=[CH:26][P:27](=[O:28])([OH:29])[OH:32])[CH2:14][CH:15]1[OH:16], predict the reactants needed to synthesize it. (2) Given the product [C:23]1([CH:14]([C:8]2[CH:9]=[CH:10][CH:11]=[CH:12][CH:13]=2)[N:15]2[CH2:18][CH:17]([N:19]([CH:20]([CH3:22])[CH3:21])[C:3](=[O:4])[C:2]([F:7])([F:6])[F:1])[CH2:16]2)[CH:24]=[CH:25][CH:26]=[CH:27][CH:28]=1, predict the reactants needed to synthesize it. The reactants are: [F:1][C:2]([F:7])([F:6])[C:3](O)=[O:4].[C:8]1([CH:14]([C:23]2[CH:28]=[CH:27][CH:26]=[CH:25][CH:24]=2)[N:15]2[CH2:18][CH:17]([NH:19][CH:20]([CH3:22])[CH3:21])[CH2:16]2)[CH:13]=[CH:12][CH:11]=[CH:10][CH:9]=1.C(N(CC)CC)C.[Cl-].[NH4+]. (3) Given the product [ClH:16].[Cl:16][C:17]1[CH:18]=[C:19]2[C:24](=[CH:25][CH:26]=1)[CH:23]=[C:22]([S:27]([N:30]1[CH2:31][CH2:32][N:33]([C:12]([C:3]3[C:2]([OH:1])=[C:11]4[C:6]([CH:7]=[CH:8][CH:9]=[N:10]4)=[CH:5][CH:4]=3)=[O:14])[CH2:34][CH2:35]1)(=[O:28])=[O:29])[CH:21]=[CH:20]2, predict the reactants needed to synthesize it. The reactants are: [OH:1][C:2]1[C:3]([C:12]([OH:14])=O)=[CH:4][CH:5]=[C:6]2[C:11]=1[N:10]=[CH:9][CH:8]=[CH:7]2.Cl.[Cl:16][C:17]1[CH:18]=[C:19]2[C:24](=[CH:25][CH:26]=1)[CH:23]=[C:22]([S:27]([N:30]1[CH2:35][CH2:34][NH:33][CH2:32][CH2:31]1)(=[O:29])=[O:28])[CH:21]=[CH:20]2. (4) Given the product [C:7]([O:9][CH2:10][CH3:11])(=[O:8])[C:6]([O-:13])=[O:12].[K+:5], predict the reactants needed to synthesize it. The reactants are: C(=O)(O)[O-].[K+:5].[C:6]([O:13]CC)(=[O:12])[C:7]([O:9][CH2:10][CH3:11])=[O:8].O.C(=O)=O. (5) Given the product [CH3:1][C:2]([CH3:26])([CH2:20][CH2:21][CH2:22][CH2:23][CH2:24][CH3:25])[C:3]([O:5][C:6]1[CH:11]=[CH:10][C:9]([OH:12])=[CH:8][CH:7]=1)=[O:4], predict the reactants needed to synthesize it. The reactants are: [CH3:1][C:2]([CH3:26])([CH2:20][CH2:21][CH2:22][CH2:23][CH2:24][CH3:25])[C:3]([O:5][C:6]1[CH:11]=[CH:10][C:9]([O:12]CC2C=CC=CC=2)=[CH:8][CH:7]=1)=[O:4]. (6) Given the product [C:55]([O:25][C@@H:23]([CH3:24])[CH2:22][C@H:21]([OH:26])[CH3:20])(=[O:56])[C:54]1[CH:58]=[CH:59][CH:51]=[CH:52][CH:53]=1, predict the reactants needed to synthesize it. The reactants are: C1(P(C2C=CC=CC=2)C2C=CC=CC=2)C=CC=CC=1.[CH3:20][C@@H:21]([OH:26])[CH2:22][C@H:23]([OH:25])[CH3:24].C(OC(N=NC(OC(C)C)=O)=O)(C)C.C1(C)C=CC=CC=1.[N+]([C:51]1[CH:59]=[CH:58][C:54]([C:55](O)=[O:56])=[CH:53][CH:52]=1)([O-])=O. (7) Given the product [C:1]([C:4]1[C:5]([NH:13][C:14]2[CH:23]=[CH:22][C:17]([C:18]([O:20][CH3:21])=[O:19])=[CH:16][C:15]=2[O:24][CH3:25])=[N:6][C:7]([S:11][CH3:12])=[N:8][C:9]=1[NH:28][NH2:29])(=[O:3])[NH2:2], predict the reactants needed to synthesize it. The reactants are: [C:1]([C:4]1[C:5]([NH:13][C:14]2[CH:23]=[CH:22][C:17]([C:18]([O:20][CH3:21])=[O:19])=[CH:16][C:15]=2[O:24][CH2:25]C)=[N:6][C:7]([S:11][CH3:12])=[N:8][C:9]=1Cl)(=[O:3])[NH2:2].O.[NH2:28][NH2:29].